This data is from Catalyst prediction with 721,799 reactions and 888 catalyst types from USPTO. The task is: Predict which catalyst facilitates the given reaction. (1) Reactant: [O-]CC.[K+].[C:5]([O:8][CH2:6][CH3:5])(=[O:7])[C:6]([O:8][CH2:9][CH3:9])=[O:7].[CH2:15]([N:22]([C:30]1[C:35]([N+:36]([O-])=O)=[C:34]([CH3:39])[CH:33]=[CH:32][N:31]=1)[C:23](=[O:29])[O:24][C:25]([CH3:28])([CH3:27])[CH3:26])[C:16]1[CH:21]=[CH:20][CH:19]=[CH:18][CH:17]=1. Product: [CH2:15]([N:22]([C:23]([O:24][C:25]([CH3:28])([CH3:27])[CH3:26])=[O:29])[C:30]1[N:31]=[CH:32][CH:33]=[C:34]2[CH:39]=[C:5]([C:6]([O:8][CH3:9])=[O:7])[NH:36][C:35]=12)[C:16]1[CH:21]=[CH:20][CH:19]=[CH:18][CH:17]=1. The catalyst class is: 27. (2) Reactant: [C:1]1([NH2:8])[C:2]([NH2:7])=[CH:3][CH:4]=[CH:5][CH:6]=1.[CH3:9][C:10]1[CH:18]=[CH:17][C:16]([N+:19]([O-:21])=[O:20])=[CH:15][C:11]=1[C:12](O)=O.[OH-].[Na+]. Product: [CH3:9][C:10]1[CH:18]=[CH:17][C:16]([N+:19]([O-:21])=[O:20])=[CH:15][C:11]=1[C:12]1[NH:8][C:1]2[CH:6]=[CH:5][CH:4]=[CH:3][C:2]=2[N:7]=1. The catalyst class is: 6. (3) Reactant: [CH3:1][N:2]([CH:31]([CH3:33])[CH3:32])[C:3]1[C:4]([C:16]2[CH:20]=[CH:19][N:18]([Si](C(C)C)(C(C)C)C(C)C)[CH:17]=2)=[N:5][C:6]2[C:11]([N:12]=1)=[CH:10][C:9]([C:13]([O-:15])=[O:14])=[CH:8][CH:7]=2.[CH3:34]CCC[N+](CCCC)(CCCC)CCCC.[F-]. Product: [CH3:1][N:2]([CH:31]([CH3:33])[CH3:32])[C:3]1[C:4]([C:16]2[CH:20]=[CH:19][NH:18][CH:17]=2)=[N:5][C:6]2[C:11]([N:12]=1)=[CH:10][C:9]([C:13]([O:15][CH3:34])=[O:14])=[CH:8][CH:7]=2. The catalyst class is: 1. (4) Reactant: [Si]([O:8][CH2:9][C:10]1([CH3:36])[S:16][CH2:15][CH2:14][N:13]2[C:17]([C:20]3([C:23]4[CH:28]=[CH:27][C:26]([C:29]5[N:34]=[CH:33][C:32]([CH3:35])=[CH:31][N:30]=5)=[CH:25][CH:24]=4)[CH2:22][CH2:21]3)=[N:18][N:19]=[C:12]2[CH2:11]1)(C(C)(C)C)(C)C.Cl. Product: [CH3:36][C:10]1([CH2:9][OH:8])[S:16][CH2:15][CH2:14][N:13]2[C:17]([C:20]3([C:23]4[CH:24]=[CH:25][C:26]([C:29]5[N:34]=[CH:33][C:32]([CH3:35])=[CH:31][N:30]=5)=[CH:27][CH:28]=4)[CH2:22][CH2:21]3)=[N:18][N:19]=[C:12]2[CH2:11]1. The catalyst class is: 5. (5) The catalyst class is: 3. Product: [N:11]1[CH:12]=[CH:13][CH:14]=[CH:15][C:10]=1[C:9]1[C:8](=[O:16])[C:3]2[C:2](=[CH:7][CH:6]=[CH:5][CH:4]=2)[O:1][CH:17]=1. Reactant: [OH:1][C:2]1[CH:7]=[CH:6][CH:5]=[CH:4][C:3]=1[C:8](=[O:16])[CH2:9][C:10]1[CH:15]=[CH:14][CH:13]=[CH:12][N:11]=1.[CH3:17]OC(OC)N(C)C.O. (6) Product: [CH2:35]([O:34][C:33](=[O:39])[NH:1][C:2]1[CH:7]=[CH:6][N:5]([CH2:8][CH2:9][CH2:10][CH2:11][N:12]2[CH:16]=[C:15]([C:17](=[O:18])[NH:19][CH2:20][C:21]3[CH:26]=[CH:25][CH:24]=[C:23]([O:27][C:28]([F:30])([F:31])[F:29])[CH:22]=3)[N:14]=[N:13]2)[C:4](=[O:32])[CH:3]=1)[CH:36]([CH3:38])[CH3:37]. The catalyst class is: 17. Reactant: [NH2:1][C:2]1[CH:7]=[CH:6][N:5]([CH2:8][CH2:9][CH2:10][CH2:11][N:12]2[CH:16]=[C:15]([C:17]([NH:19][CH2:20][C:21]3[CH:26]=[CH:25][CH:24]=[C:23]([O:27][C:28]([F:31])([F:30])[F:29])[CH:22]=3)=[O:18])[N:14]=[N:13]2)[C:4](=[O:32])[CH:3]=1.[C:33](Cl)(=[O:39])[O:34][CH2:35][CH:36]([CH3:38])[CH3:37].